This data is from Full USPTO retrosynthesis dataset with 1.9M reactions from patents (1976-2016). The task is: Predict the reactants needed to synthesize the given product. (1) Given the product [CH3:1][S:2][C:3]1[CH:10]=[CH:9][C:6]([C:7](=[O:24])[CH2:11][CH2:12][C:13]2[CH:18]=[CH:17][CH:16]=[CH:15][CH:14]=2)=[CH:5][CH:4]=1, predict the reactants needed to synthesize it. The reactants are: [CH3:1][S:2][C:3]1[CH:10]=[CH:9][C:6]([C:7]#N)=[CH:5][CH:4]=1.[CH2:11]([Mg]Cl)[CH2:12][C:13]1[CH:18]=[CH:17][CH:16]=[CH:15][CH:14]=1.C1C[O:24]CC1. (2) Given the product [CH3:5][O:6][C:7]([C:9]1[NH:27][C:12]2=[N:13][CH:14]=[C:15]([NH:17][CH2:18][C:19]3[CH:24]=[C:23]([N:25]=[S:28](=[O:30])=[O:29])[CH:22]=[CH:21][C:20]=3[CH3:26])[CH:16]=[C:11]2[CH:10]=1)=[O:8], predict the reactants needed to synthesize it. The reactants are: CN(C)C.[CH3:5][O:6][C:7]([C:9]1[NH:27][C:12]2=[N:13][CH:14]=[C:15]([NH:17][CH2:18][C:19]3[CH:24]=[C:23]([NH2:25])[CH:22]=[CH:21][C:20]=3[CH3:26])[CH:16]=[C:11]2[CH:10]=1)=[O:8].[S:28](Cl)(Cl)(=[O:30])=[O:29]. (3) Given the product [C:14]([C:17]1[CH:26]=[C:21]([C:22]([O:24][CH3:25])=[O:23])[C:20]([C:4]2[CH:5]=[CH:6][C:7]([O:9][CH3:10])=[CH:8][C:3]=2[O:2][CH3:1])=[CH:19][CH:18]=1)(=[O:16])[CH3:15], predict the reactants needed to synthesize it. The reactants are: [CH3:1][O:2][C:3]1[CH:8]=[C:7]([O:9][CH3:10])[CH:6]=[CH:5][C:4]=1B(O)O.[C:14]([C:17]1[CH:18]=[CH:19][C:20](OS(C(F)(F)F)(=O)=O)=[C:21]([CH:26]=1)[C:22]([O:24][CH3:25])=[O:23])(=[O:16])[CH3:15].C([O-])([O-])=O.[K+].[K+].C([O-])(O)=O.[Na+]. (4) Given the product [Cl:1][C:2]1[CH:7]=[CH:6][C:5]([C:8]2[CH2:13][CH2:12][CH2:11][CH2:10][C:9]=2[NH:23][C:21]([C:19]2[C:18]([C:24]([F:25])([F:27])[F:26])=[N:17][N:16]([CH3:15])[CH:20]=2)=[O:22])=[CH:4][CH:3]=1, predict the reactants needed to synthesize it. The reactants are: [Cl:1][C:2]1[CH:7]=[CH:6][C:5]([CH:8]2[CH2:13][CH2:12][CH2:11][CH2:10][C:9]2=O)=[CH:4][CH:3]=1.[CH3:15][N:16]1[CH:20]=[C:19]([C:21]([NH2:23])=[O:22])[C:18]([C:24]([F:27])([F:26])[F:25])=[N:17]1. (5) Given the product [CH2:31]([S:34]([NH:1][C:2]1[CH:3]=[C:4]([C:15]2[O:19][N:18]=[C:17]([C:20]3[CH:29]=[CH:28][C:23]([C:24]([O:26][CH3:27])=[O:25])=[C:22]([F:30])[CH:21]=3)[N:16]=2)[CH:5]=[CH:6][C:7]=1[N:8]1[CH2:13][CH2:12][CH2:11][CH2:10][CH:9]1[CH3:14])(=[O:36])=[O:35])[CH2:32][CH3:33], predict the reactants needed to synthesize it. The reactants are: [NH2:1][C:2]1[CH:3]=[C:4]([C:15]2[O:19][N:18]=[C:17]([C:20]3[CH:29]=[CH:28][C:23]([C:24]([O:26][CH3:27])=[O:25])=[C:22]([F:30])[CH:21]=3)[N:16]=2)[CH:5]=[CH:6][C:7]=1[N:8]1[CH2:13][CH2:12][CH2:11][CH2:10][CH:9]1[CH3:14].[CH2:31]([S:34](Cl)(=[O:36])=[O:35])[CH2:32][CH3:33]. (6) Given the product [Cl:18][C:13]1[CH:14]=[CH:15][CH:16]=[CH:17][C:12]=1[CH2:11][C:8]1[S:7][C:6]([NH:5][C:3](=[O:4])[CH:2]([N:23]([CH2:24][CH3:25])[CH2:21][CH3:22])[CH2:19][CH3:20])=[N:10][CH:9]=1, predict the reactants needed to synthesize it. The reactants are: Br[CH:2]([CH2:19][CH3:20])[C:3]([NH:5][C:6]1[S:7][C:8]([CH2:11][C:12]2[CH:17]=[CH:16][CH:15]=[CH:14][C:13]=2[Cl:18])=[CH:9][N:10]=1)=[O:4].[CH2:21]([NH:23][CH2:24][CH3:25])[CH3:22].